Task: Predict hERG channel inhibition at various concentrations.. Dataset: hERG Central: cardiac toxicity at 1µM, 10µM, and general inhibition (1) The molecule is CCOc1ccc(S(=O)(=O)N2CCC(C(=O)NCc3ccco3)CC2)cc1. Results: hERG_inhib (hERG inhibition (general)): blocker. (2) The compound is Cc1ccc(NC(=O)NCC2CCN(Cc3cccc(Cl)c3)CC2)c(Cl)c1. Results: hERG_inhib (hERG inhibition (general)): blocker. (3) The compound is COc1ccc(C2c3ccc4ccccc4c3Oc3ncn(CCCO)c(=N)c32)cc1OC. Results: hERG_inhib (hERG inhibition (general)): blocker. (4) The compound is O=C(O)c1ccc(Nc2nc3c(s2)CCCC3)cc1. Results: hERG_inhib (hERG inhibition (general)): blocker.